Dataset: NCI-60 drug combinations with 297,098 pairs across 59 cell lines. Task: Regression. Given two drug SMILES strings and cell line genomic features, predict the synergy score measuring deviation from expected non-interaction effect. (1) Drug 1: CC(C)(C#N)C1=CC(=CC(=C1)CN2C=NC=N2)C(C)(C)C#N. Drug 2: COCCOC1=C(C=C2C(=C1)C(=NC=N2)NC3=CC=CC(=C3)C#C)OCCOC.Cl. Cell line: EKVX. Synergy scores: CSS=1.99, Synergy_ZIP=4.36, Synergy_Bliss=0.707, Synergy_Loewe=-5.66, Synergy_HSA=-4.84. (2) Drug 1: CC12CCC(CC1=CCC3C2CCC4(C3CC=C4C5=CN=CC=C5)C)O. Drug 2: C1=NC(=NC(=O)N1C2C(C(C(O2)CO)O)O)N. Cell line: HS 578T. Synergy scores: CSS=11.4, Synergy_ZIP=2.25, Synergy_Bliss=9.24, Synergy_Loewe=3.88, Synergy_HSA=6.08. (3) Drug 1: CS(=O)(=O)C1=CC(=C(C=C1)C(=O)NC2=CC(=C(C=C2)Cl)C3=CC=CC=N3)Cl. Drug 2: CC1=C(C=C(C=C1)NC(=O)C2=CC=C(C=C2)CN3CCN(CC3)C)NC4=NC=CC(=N4)C5=CN=CC=C5. Cell line: HT29. Synergy scores: CSS=33.6, Synergy_ZIP=7.47, Synergy_Bliss=6.14, Synergy_Loewe=1.63, Synergy_HSA=2.41. (4) Drug 1: CC(C)CN1C=NC2=C1C3=CC=CC=C3N=C2N. Drug 2: C(CCl)NC(=O)N(CCCl)N=O. Cell line: HOP-92. Synergy scores: CSS=5.77, Synergy_ZIP=-3.86, Synergy_Bliss=0.317, Synergy_Loewe=-1.97, Synergy_HSA=-1.50. (5) Drug 1: CC1=C2C(C(=O)C3(C(CC4C(C3C(C(C2(C)C)(CC1OC(=O)C(C(C5=CC=CC=C5)NC(=O)OC(C)(C)C)O)O)OC(=O)C6=CC=CC=C6)(CO4)OC(=O)C)O)C)O. Drug 2: CNC(=O)C1=NC=CC(=C1)OC2=CC=C(C=C2)NC(=O)NC3=CC(=C(C=C3)Cl)C(F)(F)F. Cell line: SF-295. Synergy scores: CSS=14.2, Synergy_ZIP=6.86, Synergy_Bliss=9.83, Synergy_Loewe=6.02, Synergy_HSA=6.03. (6) Drug 1: CCC1(CC2CC(C3=C(CCN(C2)C1)C4=CC=CC=C4N3)(C5=C(C=C6C(=C5)C78CCN9C7C(C=CC9)(C(C(C8N6C=O)(C(=O)OC)O)OC(=O)C)CC)OC)C(=O)OC)O.OS(=O)(=O)O. Drug 2: CCC1(CC2CC(C3=C(CCN(C2)C1)C4=CC=CC=C4N3)(C5=C(C=C6C(=C5)C78CCN9C7C(C=CC9)(C(C(C8N6C)(C(=O)OC)O)OC(=O)C)CC)OC)C(=O)OC)O.OS(=O)(=O)O. Cell line: EKVX. Synergy scores: CSS=6.94, Synergy_ZIP=-3.27, Synergy_Bliss=-2.55, Synergy_Loewe=-5.57, Synergy_HSA=-3.79. (7) Drug 1: CC1=C(C=C(C=C1)NC2=NC=CC(=N2)N(C)C3=CC4=NN(C(=C4C=C3)C)C)S(=O)(=O)N.Cl. Drug 2: C1=NC2=C(N1)C(=S)N=CN2. Cell line: HCT116. Synergy scores: CSS=35.3, Synergy_ZIP=-8.74, Synergy_Bliss=-7.35, Synergy_Loewe=-39.4, Synergy_HSA=-7.87.